From a dataset of NCI-60 drug combinations with 297,098 pairs across 59 cell lines. Regression. Given two drug SMILES strings and cell line genomic features, predict the synergy score measuring deviation from expected non-interaction effect. (1) Drug 1: CC(C)(C#N)C1=CC(=CC(=C1)CN2C=NC=N2)C(C)(C)C#N. Drug 2: CN(C(=O)NC(C=O)C(C(C(CO)O)O)O)N=O. Cell line: SK-OV-3. Synergy scores: CSS=-0.0475, Synergy_ZIP=7.11, Synergy_Bliss=2.57, Synergy_Loewe=0.637, Synergy_HSA=-0.703. (2) Cell line: SK-MEL-5. Drug 2: CC12CCC3C(C1CCC2OP(=O)(O)O)CCC4=C3C=CC(=C4)OC(=O)N(CCCl)CCCl.[Na+]. Synergy scores: CSS=-10.5, Synergy_ZIP=8.13, Synergy_Bliss=5.44, Synergy_Loewe=-8.88, Synergy_HSA=-7.08. Drug 1: CC(C)CN1C=NC2=C1C3=CC=CC=C3N=C2N. (3) Drug 1: CC1CCC2CC(C(=CC=CC=CC(CC(C(=O)C(C(C(=CC(C(=O)CC(OC(=O)C3CCCCN3C(=O)C(=O)C1(O2)O)C(C)CC4CCC(C(C4)OC)OCCO)C)C)O)OC)C)C)C)OC. Drug 2: C1=NNC2=C1C(=O)NC=N2. Cell line: M14. Synergy scores: CSS=-1.62, Synergy_ZIP=-1.94, Synergy_Bliss=-1.02, Synergy_Loewe=-8.09, Synergy_HSA=-3.66. (4) Drug 1: C1CN1C2=NC(=NC(=N2)N3CC3)N4CC4. Drug 2: C1CN(P(=O)(OC1)NCCCl)CCCl. Cell line: SK-OV-3. Synergy scores: CSS=17.1, Synergy_ZIP=-4.56, Synergy_Bliss=1.15, Synergy_Loewe=-20.3, Synergy_HSA=-0.880. (5) Drug 1: CC1=C(C=C(C=C1)NC2=NC=CC(=N2)N(C)C3=CC4=NN(C(=C4C=C3)C)C)S(=O)(=O)N.Cl. Drug 2: CCC1(C2=C(COC1=O)C(=O)N3CC4=CC5=C(C=CC(=C5CN(C)C)O)N=C4C3=C2)O.Cl. Cell line: SK-MEL-28. Synergy scores: CSS=-8.05, Synergy_ZIP=0.904, Synergy_Bliss=-2.12, Synergy_Loewe=-11.8, Synergy_HSA=-5.44. (6) Drug 1: CC1C(C(CC(O1)OC2CC(CC3=C2C(=C4C(=C3O)C(=O)C5=C(C4=O)C(=CC=C5)OC)O)(C(=O)CO)O)N)O.Cl. Drug 2: CC(C)CN1C=NC2=C1C3=CC=CC=C3N=C2N. Cell line: CCRF-CEM. Synergy scores: CSS=6.89, Synergy_ZIP=-5.14, Synergy_Bliss=-3.98, Synergy_Loewe=-4.39, Synergy_HSA=-3.58. (7) Drug 1: CNC(=O)C1=CC=CC=C1SC2=CC3=C(C=C2)C(=NN3)C=CC4=CC=CC=N4. Drug 2: CC1CCC2CC(C(=CC=CC=CC(CC(C(=O)C(C(C(=CC(C(=O)CC(OC(=O)C3CCCCN3C(=O)C(=O)C1(O2)O)C(C)CC4CCC(C(C4)OC)OCCO)C)C)O)OC)C)C)C)OC. Cell line: SW-620. Synergy scores: CSS=13.3, Synergy_ZIP=-2.59, Synergy_Bliss=0.0796, Synergy_Loewe=-4.25, Synergy_HSA=-0.623. (8) Drug 1: CC12CCC3C(C1CCC2=O)CC(=C)C4=CC(=O)C=CC34C. Drug 2: C1CN(P(=O)(OC1)NCCCl)CCCl. Cell line: HL-60(TB). Synergy scores: CSS=53.5, Synergy_ZIP=2.55, Synergy_Bliss=4.28, Synergy_Loewe=-21.3, Synergy_HSA=2.42. (9) Drug 1: CC1=C(C=C(C=C1)NC2=NC=CC(=N2)N(C)C3=CC4=NN(C(=C4C=C3)C)C)S(=O)(=O)N.Cl. Drug 2: C1=CC(=CC=C1CCC2=CNC3=C2C(=O)NC(=N3)N)C(=O)NC(CCC(=O)O)C(=O)O. Cell line: T-47D. Synergy scores: CSS=8.20, Synergy_ZIP=-2.08, Synergy_Bliss=3.66, Synergy_Loewe=4.45, Synergy_HSA=4.78. (10) Drug 1: CC1=C2C(C(=O)C3(C(CC4C(C3C(C(C2(C)C)(CC1OC(=O)C(C(C5=CC=CC=C5)NC(=O)OC(C)(C)C)O)O)OC(=O)C6=CC=CC=C6)(CO4)OC(=O)C)OC)C)OC. Drug 2: C1=CC(=CC=C1CC(C(=O)O)N)N(CCCl)CCCl.Cl. Cell line: IGROV1. Synergy scores: CSS=38.3, Synergy_ZIP=-2.40, Synergy_Bliss=-2.43, Synergy_Loewe=-3.05, Synergy_HSA=3.56.